This data is from NCI-60 drug combinations with 297,098 pairs across 59 cell lines. The task is: Regression. Given two drug SMILES strings and cell line genomic features, predict the synergy score measuring deviation from expected non-interaction effect. (1) Drug 1: C1=NC2=C(N1)C(=S)N=C(N2)N. Drug 2: C(CN)CNCCSP(=O)(O)O. Synergy scores: CSS=22.5, Synergy_ZIP=-3.40, Synergy_Bliss=-0.931, Synergy_Loewe=-25.0, Synergy_HSA=-1.11. Cell line: U251. (2) Drug 1: COC1=CC(=CC(=C1O)OC)C2C3C(COC3=O)C(C4=CC5=C(C=C24)OCO5)OC6C(C(C7C(O6)COC(O7)C8=CC=CS8)O)O. Drug 2: CC(C)NC(=O)C1=CC=C(C=C1)CNNC.Cl. Cell line: SK-MEL-5. Synergy scores: CSS=20.7, Synergy_ZIP=1.70, Synergy_Bliss=2.35, Synergy_Loewe=-13.0, Synergy_HSA=-0.178.